This data is from Catalyst prediction with 721,799 reactions and 888 catalyst types from USPTO. The task is: Predict which catalyst facilitates the given reaction. (1) Reactant: [C:1]([O:5][C:6](=[O:26])[NH:7][C:8]1([C:20]2[CH:25]=[CH:24][CH:23]=[CH:22][CH:21]=2)[CH2:12][CH2:11][N:10](CC2C=CC=CC=2)[CH2:9]1)([CH3:4])([CH3:3])[CH3:2].[H][H]. Product: [C:1]([O:5][C:6](=[O:26])[NH:7][C:8]1([C:20]2[CH:21]=[CH:22][CH:23]=[CH:24][CH:25]=2)[CH2:12][CH2:11][NH:10][CH2:9]1)([CH3:4])([CH3:2])[CH3:3]. The catalyst class is: 19. (2) Reactant: Cl[C:2]1[CH:7]=[C:6]([C:8](=[O:10])[CH3:9])[CH:5]=[CH:4][N:3]=1.[NH:11]1[CH2:16][CH2:15][NH:14][CH2:13][CH2:12]1. Product: [N:11]1([C:2]2[CH:7]=[C:6]([C:8](=[O:10])[CH3:9])[CH:5]=[CH:4][N:3]=2)[CH2:16][CH2:15][NH:14][CH2:13][CH2:12]1. The catalyst class is: 17.